Dataset: Catalyst prediction with 721,799 reactions and 888 catalyst types from USPTO. Task: Predict which catalyst facilitates the given reaction. Reactant: Br[C:2]1[CH:16]=[CH:15][C:5]([O:6][CH2:7][C:8]2[C:13]([F:14])=[CH:12][CH:11]=[CH:10][N:9]=2)=[CH:4][C:3]=1[N+:17]([O-:19])=[O:18].[CH2:20](B(O)O)[CH2:21][CH3:22].C(=O)([O-])[O-].[K+].[K+]. Product: [F:14][C:13]1[C:8]([CH2:7][O:6][C:5]2[CH:15]=[CH:16][C:2]([CH2:20][CH2:21][CH3:22])=[C:3]([N+:17]([O-:19])=[O:18])[CH:4]=2)=[N:9][CH:10]=[CH:11][CH:12]=1. The catalyst class is: 1.